Predict the product of the given reaction. From a dataset of Forward reaction prediction with 1.9M reactions from USPTO patents (1976-2016). Given the reactants FC(F)(F)C([NH:5][C@H:6]1[CH2:11][CH2:10][C@H:9]([CH:12]([OH:27])[CH2:13][NH:14][S:15]([C:18]2[CH:23]=[CH:22][CH:21]=[CH:20][C:19]=2[N+:24]([O-:26])=[O:25])(=[O:17])=[O:16])[CH2:8][CH2:7]1)=O.C([O-])([O-])=O.[K+].[K+], predict the reaction product. The product is: [NH2:5][C@H:6]1[CH2:11][CH2:10][C@H:9]([CH:12]([OH:27])[CH2:13][NH:14][S:15]([C:18]2[CH:23]=[CH:22][CH:21]=[CH:20][C:19]=2[N+:24]([O-:26])=[O:25])(=[O:16])=[O:17])[CH2:8][CH2:7]1.